This data is from Peptide-MHC class II binding affinity with 134,281 pairs from IEDB. The task is: Regression. Given a peptide amino acid sequence and an MHC pseudo amino acid sequence, predict their binding affinity value. This is MHC class II binding data. (1) The peptide sequence is AYKTAEGATPEAKYD. The MHC is DRB1_1501 with pseudo-sequence DRB1_1501. The binding affinity (normalized) is 0. (2) The peptide sequence is IKAVRGDLNFVNRAN. The MHC is DRB1_0405 with pseudo-sequence DRB1_0405. The binding affinity (normalized) is 0.424.